Predict the reactants needed to synthesize the given product. From a dataset of Full USPTO retrosynthesis dataset with 1.9M reactions from patents (1976-2016). Given the product [F:24][C:25]1[CH:35]=[CH:34][CH:33]=[CH:32][C:26]=1[CH:27]=[CH:28][C:29]([NH:10][C@H:9]([C:11]([O:13][CH3:14])=[O:12])[CH2:8][C:7]1[CH:6]=[CH:5][C:4]([O:3][CH3:2])=[CH:16][CH:15]=1)=[O:30], predict the reactants needed to synthesize it. The reactants are: Cl.[CH3:2][O:3][C:4]1[CH:16]=[CH:15][C:7]([CH2:8][C@@H:9]([C:11]([O:13][CH3:14])=[O:12])[NH2:10])=[CH:6][CH:5]=1.C(N(CC)CC)C.[F:24][C:25]1[CH:35]=[CH:34][CH:33]=[CH:32][C:26]=1[CH:27]=[CH:28][C:29](O)=[O:30].CCN=C=NCCCN(C)C.Cl.